The task is: Predict the reaction yield, written as a fraction of the theoretical maximum amount of product (1.0 means a 100% yield; for example, 0.34 means a 34% yield).. This data is from Reaction yield outcomes from USPTO patents with 853,638 reactions. (1) The reactants are [N+:1]([C:4]1[CH:9]=[CH:8][C:7]([CH2:10][C:11]2[NH:12][CH:13]=[C:14]([C:16]([O:18][CH3:19])=[O:17])[N:15]=2)=[CH:6][CH:5]=1)([O-])=O.[H][H]. The catalyst is [Pd].CCO. The product is [NH2:1][C:4]1[CH:5]=[CH:6][C:7]([CH2:10][C:11]2[NH:12][CH:13]=[C:14]([C:16]([O:18][CH3:19])=[O:17])[N:15]=2)=[CH:8][CH:9]=1. The yield is 0.910. (2) The reactants are C([O-])([O-])=O.[K+].[K+].[CH2:7]([NH:14][C:15]([C:17]1[CH:26]=[CH:25][C:24]2[C:19](=[CH:20][CH:21]=[CH:22][CH:23]=2)[C:18]=1Br)=[O:16])[C:8]1[CH:13]=[CH:12][CH:11]=[CH:10][CH:9]=1.[Cl-].[NH4+]. The catalyst is C1C=CC(/C=C/C(/C=C/C2C=CC=CC=2)=O)=CC=1.C1C=CC(/C=C/C(/C=C/C2C=CC=CC=2)=O)=CC=1.C1C=CC(/C=C/C(/C=C/C2C=CC=CC=2)=O)=CC=1.[Pd].[Pd].CN(C=O)C. The product is [CH2:7]([N:14]1[C:15](=[O:16])[C:17]2[C:18](=[C:19]3[CH:20]=[CH:21][CH:22]=[CH:23][C:24]3=[CH:25][CH:26]=2)[C:25]2[C:26]1=[CH:17][CH:18]=[C:19]1[CH:20]=[CH:21][CH:22]=[CH:23][C:24]1=2)[C:8]1[CH:13]=[CH:12][CH:11]=[CH:10][CH:9]=1. The yield is 0.980. (3) The reactants are [C:1]([C:3]1[CH:4]=[N:5][CH:6]=[C:7](B2OC(C)(C)C(C)(C)O2)[CH:8]=1)#[N:2].Br[C:19]1[CH:20]=[C:21]([C:26]2([C:37]3[CH:42]=[CH:41][N:40]=[C:39]([C:43]([F:46])([F:45])[F:44])[CH:38]=3)[C:34]3[C:29](=[C:30]([F:35])[CH:31]=[CH:32][CH:33]=3)[C:28]([NH2:36])=[N:27]2)[CH:22]=[CH:23][C:24]=1[F:25].[C:47](=[O:50])([O-])[O-:48].[K+].[K+]. The catalyst is C1C=CC(P(C2C=CC=CC=2)[C-]2C=CC=C2)=CC=1.C1C=CC(P(C2C=CC=CC=2)[C-]2C=CC=C2)=CC=1.Cl[Pd]Cl.[Fe+2].CN(C=O)C. The product is [F:44][C:43]([F:46])([F:45])[C:47]([OH:48])=[O:50].[NH2:36][C:28]1[C:29]2[C:34](=[CH:33][CH:32]=[CH:31][C:30]=2[F:35])[C:26]([C:21]2[CH:20]=[CH:19][C:24]([F:25])=[C:23]([C:7]3[CH:6]=[N:5][CH:4]=[C:3]([CH:8]=3)[C:1]#[N:2])[CH:22]=2)([C:37]2[CH:42]=[CH:41][N:40]=[C:39]([C:43]([F:46])([F:45])[F:44])[CH:38]=2)[N:27]=1. The yield is 0.0760. (4) The reactants are [F:1][C:2]1[CH:7]=[CH:6][C:5]([NH:8][C:9]2[C:14]3[C:15](=[O:18])[NH:16][CH2:17][C:13]=3[CH:12]=[C:11]([NH:19][C@@H:20]3[CH2:25][CH2:24][CH2:23][CH2:22][C@@H:21]3[NH:26]C(=O)OC(C)(C)C)[N:10]=2)=[CH:4][C:3]=1[CH3:34].C(O)(C(F)(F)F)=O. The catalyst is C(Cl)Cl. The product is [NH2:26][C@H:21]1[CH2:22][CH2:23][CH2:24][CH2:25][C@H:20]1[NH:19][C:11]1[N:10]=[C:9]([NH:8][C:5]2[CH:6]=[CH:7][C:2]([F:1])=[C:3]([CH3:34])[CH:4]=2)[C:14]2[C:15](=[O:18])[NH:16][CH2:17][C:13]=2[CH:12]=1. The yield is 0.0254. (5) The reactants are [C:1]([O:5][C:6]([N:8]([C:25]1[C:30]([O:31][CH3:32])=[CH:29][N:28]=[C:27](Cl)[N:26]=1)[C:9]1[CH:10]=[C:11]2[C:15](=[CH:16][CH:17]=1)[N:14]([C:18]([O:20][C:21]([CH3:24])([CH3:23])[CH3:22])=[O:19])[N:13]=[CH:12]2)=[O:7])([CH3:4])([CH3:3])[CH3:2].[CH:34]([NH:37][C:38](=[O:56])[CH2:39][O:40][C:41]1[CH:46]=[CH:45][CH:44]=[C:43](B2OC(C)(C)C(C)(C)O2)[CH:42]=1)([CH3:36])[CH3:35].CC(OC(OC(OC(C)(C)C)=O)=O)(C)C.[F-].[Cs+]. The catalyst is C1C=CC([P]([Pd]([P](C2C=CC=CC=2)(C2C=CC=CC=2)C2C=CC=CC=2)([P](C2C=CC=CC=2)(C2C=CC=CC=2)C2C=CC=CC=2)[P](C2C=CC=CC=2)(C2C=CC=CC=2)C2C=CC=CC=2)(C2C=CC=CC=2)C2C=CC=CC=2)=CC=1.O.O1CCOCC1. The product is [C:1]([O:5][C:6]([N:8]([C:25]1[C:30]([O:31][CH3:32])=[CH:29][N:28]=[C:27]([C:45]2[CH:44]=[CH:43][CH:42]=[C:41]([O:40][CH2:39][C:38]([NH:37][CH:34]([CH3:36])[CH3:35])=[O:56])[CH:46]=2)[N:26]=1)[C:9]1[CH:10]=[C:11]2[C:15](=[CH:16][CH:17]=1)[N:14]([C:18]([O:20][C:21]([CH3:24])([CH3:23])[CH3:22])=[O:19])[N:13]=[CH:12]2)=[O:7])([CH3:4])([CH3:3])[CH3:2]. The yield is 0.490. (6) The reactants are [F:1][C:2]1[CH:23]=[CH:22][C:5]([CH2:6][N:7]2[C:11](=[O:12])[N:10]([C:13]3[S:14][C:15]([C:19](O)=[O:20])=[C:16]([CH3:18])[N:17]=3)[CH:9]=[N:8]2)=[CH:4][CH:3]=1.O[N:25]1C2C=CC=CC=2N=N1.F[P-](F)(F)(F)(F)F.N1(OC(N(C)C)=[N+](C)C)C2N=CC=CC=2N=N1.C(N(CC)C(C)C)(C)C.[Cl-].[NH4+]. The catalyst is CN(C)C=O. The product is [F:1][C:2]1[CH:23]=[CH:22][C:5]([CH2:6][N:7]2[C:11](=[O:12])[N:10]([C:13]3[S:14][C:15]([C:19]([NH2:25])=[O:20])=[C:16]([CH3:18])[N:17]=3)[CH:9]=[N:8]2)=[CH:4][CH:3]=1. The yield is 0.730. (7) The reactants are [NH2:1][C:2]1[C:3]([NH:20][C:21]2[CH:25]=[C:24]([CH:26]3[CH2:28][CH2:27]3)[NH:23][N:22]=2)=[N:4][C:5]([NH:9][C@H:10]([C:13]2[CH:18]=[CH:17][C:16]([F:19])=[CH:15][CH:14]=2)[CH2:11][OH:12])=[N:6][C:7]=1[CH3:8].[C:29](O)(=O)C.C(N)=N. The catalyst is CCO. The product is [CH:26]1([C:24]2[NH:23][N:22]=[C:21]([N:20]3[CH:29]=[N:1][C:2]4[C:3]3=[N:4][C:5]([NH:9][C@H:10]([C:13]3[CH:18]=[CH:17][C:16]([F:19])=[CH:15][CH:14]=3)[CH2:11][OH:12])=[N:6][C:7]=4[CH3:8])[CH:25]=2)[CH2:28][CH2:27]1. The yield is 0.350. (8) The reactants are [Cl:1][C:2]1[CH:11]=[C:10]2[C:5]([C:6]([NH:12][CH2:13][CH2:14][NH2:15])=[CH:7][CH:8]=[N:9]2)=[CH:4][CH:3]=1.C(Cl)CCl.[CH3:20][CH2:21][N:22]([CH2:25][CH3:26])[CH2:23][CH3:24].[C:27]([O-])(O)=[O:28].[Na+]. The catalyst is CN(C=O)C.C(Cl)(Cl)Cl. The product is [Cl:1][C:2]1[CH:11]=[C:10]2[C:5]([C:6]([N:12]([C:27](=[O:28])[CH2:20][CH2:21][N:22]([CH2:25][CH3:26])[CH2:23][CH3:24])[CH2:13][CH2:14][NH2:15])=[CH:7][CH:8]=[N:9]2)=[CH:4][CH:3]=1. The yield is 0.630. (9) The reactants are C[O-].[Na+].[Cl:4][C:5]1[CH:10]=[CH:9][CH:8]=[CH:7][C:6]=1[SH:11].I[CH:13]([CH3:15])[CH3:14]. The catalyst is CO. The product is [Cl:4][C:5]1[CH:10]=[CH:9][CH:8]=[CH:7][C:6]=1[S:11][CH:13]([CH3:15])[CH3:14]. The yield is 0.990.